From a dataset of Peptide-MHC class I binding affinity with 185,985 pairs from IEDB/IMGT. Regression. Given a peptide amino acid sequence and an MHC pseudo amino acid sequence, predict their binding affinity value. This is MHC class I binding data. (1) The peptide sequence is SDYEELDTI. The MHC is Mamu-B01 with pseudo-sequence Mamu-B01. The binding affinity (normalized) is 1.00. (2) The peptide sequence is DEKPKVMEG. The MHC is HLA-A02:01 with pseudo-sequence HLA-A02:01. The binding affinity (normalized) is 0.0847. (3) The peptide sequence is HSNLNDTTY. The MHC is HLA-B27:03 with pseudo-sequence HLA-B27:03. The binding affinity (normalized) is 0.0847. (4) The peptide sequence is VRRAIRGEQLL. The MHC is HLA-B27:05 with pseudo-sequence HLA-B27:05. The binding affinity (normalized) is 0.510.